Dataset: Full USPTO retrosynthesis dataset with 1.9M reactions from patents (1976-2016). Task: Predict the reactants needed to synthesize the given product. (1) The reactants are: Cl[C:2]1[C:11]2[C:6](=[CH:7][CH:8]=[C:9]([CH3:12])[CH:10]=2)[N:5]=[C:4]([N:13]2[CH:19]([CH3:20])[C:18]3[CH:21]=[CH:22][CH:23]=[CH:24][C:17]=3[S:16](=[O:26])(=[O:25])[CH2:15][CH2:14]2)[CH:3]=1.CC1(C)[O:32][CH:31]([CH2:33][NH2:34])[CH2:30][O:29]1. Given the product [CH3:12][C:9]1[CH:10]=[C:11]2[C:6](=[CH:7][CH:8]=1)[N:5]=[C:4]([N:13]1[CH:19]([CH3:20])[C:18]3[CH:21]=[CH:22][CH:23]=[CH:24][C:17]=3[S:16](=[O:25])(=[O:26])[CH2:15][CH2:14]1)[CH:3]=[C:2]2[NH:34][CH2:33][CH:31]([OH:32])[CH2:30][OH:29], predict the reactants needed to synthesize it. (2) Given the product [F:1][C:2]1[CH:3]=[CH:4][C:5]([CH2:8][C:9]2[CH:18]=[C:17]3[C:12]([C:13]([OH:26])=[C:14]([C:21]([NH:46][CH2:45][CH2:44][C:41]4[CH:40]=[CH:39][C:38]([S:35]([CH3:34])(=[O:37])=[O:36])=[CH:43][CH:42]=4)=[O:23])[C:15](=[O:20])[N:16]3[CH3:19])=[N:11][CH:10]=2)=[CH:6][CH:7]=1, predict the reactants needed to synthesize it. The reactants are: [F:1][C:2]1[CH:7]=[CH:6][C:5]([CH2:8][C:9]2[CH:18]=[C:17]3[C:12]([C:13]([OH:26])=[C:14]([C:21]([O:23]CC)=O)[C:15](=[O:20])[N:16]3[CH3:19])=[N:11][CH:10]=2)=[CH:4][CH:3]=1.C(N(CC)CC)C.[CH3:34][S:35]([C:38]1[CH:43]=[CH:42][C:41]([CH2:44][CH2:45][NH2:46])=[CH:40][CH:39]=1)(=[O:37])=[O:36]. (3) Given the product [CH2:1]([O:8][C:9]([N:11]1[CH2:15][CH2:14][C@@H:13]([C:16]2([N:19]([C:20]([O:22][C:23]([CH3:26])([CH3:25])[CH3:24])=[O:21])[CH3:27])[CH2:18][CH2:17]2)[CH2:12]1)=[O:10])[C:2]1[CH:3]=[CH:4][CH:5]=[CH:6][CH:7]=1, predict the reactants needed to synthesize it. The reactants are: [CH2:1]([O:8][C:9]([N:11]1[CH2:15][CH2:14][C@@H:13]([C:16]2([NH:19][C:20]([O:22][C:23]([CH3:26])([CH3:25])[CH3:24])=[O:21])[CH2:18][CH2:17]2)[CH2:12]1)=[O:10])[C:2]1[CH:7]=[CH:6][CH:5]=[CH:4][CH:3]=1.[CH3:27]I. (4) Given the product [CH:1]1([C@:4]2([OH:12])[CH2:8][CH2:7][N:6]([C:20]3[CH:21]=[C:14]([F:13])[C:15]([C:16]#[N:17])=[C:18]([F:23])[CH:19]=3)[C@H:5]2[CH3:9])[CH2:2][CH2:3]1, predict the reactants needed to synthesize it. The reactants are: [CH:1]1([C@:4]2([OH:12])[CH2:8][CH2:7][NH:6][C@H:5]2[CH:9](C)C)[CH2:3][CH2:2]1.[F:13][C:14]1[CH:21]=[C:20](F)[CH:19]=[C:18]([F:23])[C:15]=1[C:16]#[N:17].C(=O)([O-])[O-].[Li+].[Li+]. (5) Given the product [CH3:16][O:11][C:10](=[O:14])[C:9]([C:4]1[CH:5]=[CH:6][C:7]([Cl:8])=[C:2]([Cl:1])[CH:3]=1)([F:15])[CH2:13][CH2:12][Br:20], predict the reactants needed to synthesize it. The reactants are: [Cl:1][C:2]1[CH:3]=[C:4]([C:9]2([F:15])[CH2:13][CH2:12][O:11][C:10]2=[O:14])[CH:5]=[CH:6][C:7]=1[Cl:8].[C:16](O)(=O)C.[BrH:20].O=S(Cl)Cl. (6) The reactants are: [CH:1]1([CH2:4][O:5][C:6]2[CH:11]=[CH:10][C:9]([CH3:12])=[CH:8][C:7]=2[C:13]2[C:14]3[NH:21][CH:20]=[C:19]([C:22]([OH:24])=O)[C:15]=3[N:16]=[CH:17][N:18]=2)[CH2:3][CH2:2]1.[C:25]([O:29][C:30]([N:32]1[CH2:37][CH2:36][CH:35]([NH2:38])[CH2:34][CH2:33]1)=[O:31])([CH3:28])([CH3:27])[CH3:26]. Given the product [C:25]([O:29][C:30]([N:32]1[CH2:37][CH2:36][CH:35]([NH:38][C:22]([C:19]2[C:15]3[N:16]=[CH:17][N:18]=[C:13]([C:7]4[CH:8]=[C:9]([CH3:12])[CH:10]=[CH:11][C:6]=4[O:5][CH2:4][CH:1]4[CH2:3][CH2:2]4)[C:14]=3[NH:21][CH:20]=2)=[O:24])[CH2:34][CH2:33]1)=[O:31])([CH3:28])([CH3:26])[CH3:27], predict the reactants needed to synthesize it.